Task: Regression. Given a peptide amino acid sequence and an MHC pseudo amino acid sequence, predict their binding affinity value. This is MHC class II binding data.. Dataset: Peptide-MHC class II binding affinity with 134,281 pairs from IEDB (1) The peptide sequence is IEEAPEMPALYEKKL. The MHC is HLA-DQA10501-DQB10402 with pseudo-sequence HLA-DQA10501-DQB10402. The binding affinity (normalized) is 0.239. (2) The peptide sequence is VIDWLVSNQSVRNRQEGLY. The MHC is H-2-IAs with pseudo-sequence H-2-IAs. The binding affinity (normalized) is 0.410. (3) The peptide sequence is EKKYFAATQPEPLAA. The MHC is HLA-DPA10103-DPB10401 with pseudo-sequence HLA-DPA10103-DPB10401. The binding affinity (normalized) is 0.557.